From a dataset of Full USPTO retrosynthesis dataset with 1.9M reactions from patents (1976-2016). Predict the reactants needed to synthesize the given product. (1) Given the product [F:1][C:2]([F:7])([F:6])[C:3]([OH:5])=[O:4].[F:1][C:2]([F:7])([F:6])[C:3]([O-:5])=[O:4].[CH2:82]([C:81]1[CH:80]=[C:79]2[C:75](=[CH:74][C:73]=1[CH2:71][CH3:72])[CH2:76][CH:77]([NH:84][C:8]([CH2:11][N+:12]13[CH2:17][CH2:16][CH:15]([CH2:18][CH2:19]1)[C@@H:14]([O:20][C:21](=[O:36])[C:22]([OH:35])([C:29]1[CH:34]=[CH:33][CH:32]=[CH:31][CH:30]=1)[C:23]1[CH:24]=[CH:25][CH:26]=[CH:27][CH:28]=1)[CH2:13]3)=[O:10])[CH2:78]2)[CH3:83], predict the reactants needed to synthesize it. The reactants are: [F:1][C:2]([F:7])([F:6])[C:3]([O-:5])=[O:4].[C:8]([CH2:11][N+:12]12[CH2:19][CH2:18][CH:15]([CH2:16][CH2:17]1)[C@@H:14]([O:20][C:21](=[O:36])[C:22]([OH:35])([C:29]1[CH:34]=[CH:33][CH:32]=[CH:31][CH:30]=1)[C:23]1[CH:28]=[CH:27][CH:26]=[CH:25][CH:24]=1)[CH2:13]2)([OH:10])=O.CCN(C(C)C)C(C)C.CN(C(ON1N=NC2C=CC=NC1=2)=[N+](C)C)C.F[P-](F)(F)(F)(F)F.Cl.[CH2:71]([C:73]1[CH:74]=[C:75]2[C:79](=[CH:80][C:81]=1[CH2:82][CH3:83])[CH2:78][CH:77]([NH2:84])[CH2:76]2)[CH3:72]. (2) Given the product [C:1]([O:5][C:6](=[O:14])[NH:7][CH:8]1[CH2:13][CH2:12][N:11]([CH:20]2[CH2:22][CH2:21]2)[CH2:10][CH2:9]1)([CH3:4])([CH3:2])[CH3:3], predict the reactants needed to synthesize it. The reactants are: [C:1]([O:5][C:6](=[O:14])[NH:7][CH:8]1[CH2:13][CH2:12][NH:11][CH2:10][CH2:9]1)([CH3:4])([CH3:3])[CH3:2].CO.C(O[C:20]1(O[Si](C)(C)C)[CH2:22][CH2:21]1)C.[BH3-]C#N.[Na+]. (3) Given the product [Cl:19][C:7]1[C:6]2[CH:1]=[CH:2][CH:3]=[CH:4][C:5]=2[S:11][C:10]2[CH:12]=[CH:13][CH:14]=[CH:15][C:9]=2[N:8]=1, predict the reactants needed to synthesize it. The reactants are: [CH:1]1[C:6]2[C:7](=O)[NH:8][C:9]3[CH:15]=[CH:14][CH:13]=[CH:12][C:10]=3[S:11][C:5]=2[CH:4]=[CH:3][CH:2]=1.P(Cl)(Cl)([Cl:19])=O.CN(C)C1C=CC=CC=1.O. (4) Given the product [NH:20]1[C:28]2[C:23](=[C:24]([C:2]3[N:7]=[C:6]([CH2:8][NH:9][CH2:10][CH2:11][O:12][CH3:13])[CH:5]=[C:4]([N:14]4[CH2:19][CH2:18][O:17][CH2:16][CH2:15]4)[N:3]=3)[CH:25]=[CH:26][CH:27]=2)[CH:22]=[CH:21]1, predict the reactants needed to synthesize it. The reactants are: Cl[C:2]1[N:7]=[C:6]([CH2:8][NH:9][CH2:10][CH2:11][O:12][CH3:13])[CH:5]=[C:4]([N:14]2[CH2:19][CH2:18][O:17][CH2:16][CH2:15]2)[N:3]=1.[NH:20]1[C:28]2[CH:27]=[CH:26][CH:25]=[C:24](B(O)O)[C:23]=2[CH:22]=[CH:21]1. (5) Given the product [CH3:23][CH2:22][CH2:21][CH2:20][CH2:19][CH2:18][CH2:17][CH2:16][CH2:15][CH2:14][CH2:13][CH2:12][CH2:11][CH2:10][O:24][C:2]1[O:6][C:5]([C:7]([OH:9])=[O:8])=[CH:4][CH:3]=1.[Br:1][C:2]1[O:6][C:5]([C:7]([OH:9])=[O:8])=[CH:4][CH:3]=1, predict the reactants needed to synthesize it. The reactants are: [Br:1][C:2]1[O:6][C:5]([C:7]([OH:9])=[O:8])=[CH:4][CH:3]=1.[CH2:10]([OH:24])[CH2:11][CH2:12][CH2:13][CH2:14][CH2:15][CH2:16][CH2:17][CH2:18][CH2:19][CH2:20][CH2:21][CH2:22][CH3:23]. (6) The reactants are: [C:1]1([C:7]#[C:8]/[CH:9]=[CH:10]/[CH2:11]O)[CH:6]=[CH:5][CH:4]=[CH:3][CH:2]=1.P(Br)(Br)[Br:14]. Given the product [Br:14][CH2:11]/[CH:10]=[CH:9]/[C:8]#[C:7][C:1]1[CH:6]=[CH:5][CH:4]=[CH:3][CH:2]=1, predict the reactants needed to synthesize it. (7) Given the product [CH3:13][C:1]1[CH:6]=[CH:5][C:4]([CH:18]=[CH:19][C:20]2[CH:25]=[CH:24][CH:23]=[CH:22][CH:21]=2)=[C:3]([C:7]2[CH:12]=[CH:11][CH:10]=[CH:9][N:8]=2)[CH:2]=1, predict the reactants needed to synthesize it. The reactants are: [C:1]1([CH3:13])[CH:6]=[CH:5][CH:4]=[C:3]([C:7]2[CH:12]=[CH:11][CH:10]=[CH:9][N:8]=2)[CH:2]=1.C(O[CH:18]=[CH:19][C:20]1[CH:25]=[CH:24][CH:23]=[CH:22][CH:21]=1)(=O)C.C1(C)C=CC=CC=1.